Predict the reactants needed to synthesize the given product. From a dataset of Full USPTO retrosynthesis dataset with 1.9M reactions from patents (1976-2016). (1) Given the product [CH2:12]([C:16]1[CH:21]=[C:20]([CH3:22])[N:5]([C:6]2[CH:11]=[CH:10][CH:9]=[CH:8][N:7]=2)[C:18](=[O:19])[C:17]=1[CH2:24][C:25]1[CH:26]=[CH:27][C:28]([C:31]2[C:32]([C:37]#[N:38])=[CH:33][CH:34]=[CH:35][CH:36]=2)=[CH:29][CH:30]=1)[CH2:13][CH2:14][CH3:15], predict the reactants needed to synthesize it. The reactants are: C[Al](C)C.[NH2:5][C:6]1[CH:11]=[CH:10][CH:9]=[CH:8][N:7]=1.[CH2:12]([C:16]1[CH:21]=[C:20]([CH3:22])[O:19][C:18](=O)[C:17]=1[CH2:24][C:25]1[CH:30]=[CH:29][C:28]([C:31]2[C:32]([C:37]#[N:38])=[CH:33][CH:34]=[CH:35][CH:36]=2)=[CH:27][CH:26]=1)[CH2:13][CH2:14][CH3:15].[Cl-].[NH4+]. (2) The reactants are: [CH3:13][C:12]([O:11][C:9](O[C:9]([O:11][C:12]([CH3:15])([CH3:14])[CH3:13])=[O:10])=[O:10])([CH3:15])[CH3:14].[NH2:16][C:17]1[CH:22]=[CH:21][N:20]=[CH:19][CH:18]=1. Given the product [C:12]([O:11][C:9](=[O:10])[NH:16][C:17]1[CH:22]=[CH:21][N:20]=[CH:19][CH:18]=1)([CH3:13])([CH3:14])[CH3:15], predict the reactants needed to synthesize it. (3) Given the product [C:20]1([CH2:30][N:3]2[CH2:8][CH2:7][CH:6](/[CH:9]=[C:10]3/[C:11]([NH:16][CH2:17][C:18]#[CH:19])=[N:12][C:13](=[O:15])[S:14]/3)[CH2:5][CH2:4]2)[C:29]2[C:24](=[CH:25][CH:26]=[CH:27][CH:28]=2)[CH:23]=[CH:22][CH:21]=1, predict the reactants needed to synthesize it. The reactants are: Cl.Cl.[NH:3]1[CH2:8][CH2:7][CH:6](/[CH:9]=[C:10]2/[C:11]([NH:16][CH2:17][C:18]#[CH:19])=[N:12][C:13](=[O:15])[S:14]/2)[CH2:5][CH2:4]1.[C:20]1([CH:30]=O)[C:29]2[C:24](=[CH:25][CH:26]=[CH:27][CH:28]=2)[CH:23]=[CH:22][CH:21]=1.C(O[BH-](OC(=O)C)OC(=O)C)(=O)C.[Na+].C(=O)([O-])O.[Na+]. (4) Given the product [F:1][CH:2]([CH2:14][CH2:15][N:16]1[CH:21]=[CH:20][C:19]([NH:22][C:23](=[O:31])[CH2:24][C:25]2[CH:26]=[CH:27][CH:28]=[CH:29][CH:30]=2)=[CH:18][C:17]1=[O:32])[CH2:3][N:4]1[CH:8]=[C:7]([C:9]([OH:11])=[O:10])[N:6]=[N:5]1, predict the reactants needed to synthesize it. The reactants are: [F:1][CH:2]([CH2:14][CH2:15][N:16]1[CH:21]=[CH:20][C:19]([NH:22][C:23](=[O:31])[CH2:24][C:25]2[CH:30]=[CH:29][CH:28]=[CH:27][CH:26]=2)=[CH:18][C:17]1=[O:32])[CH2:3][N:4]1[CH:8]=[C:7]([C:9]([O:11]CC)=[O:10])[N:6]=[N:5]1.[Li+].[OH-].